This data is from Retrosynthesis with 50K atom-mapped reactions and 10 reaction types from USPTO. The task is: Predict the reactants needed to synthesize the given product. Given the product Cc1csc(Nc2cc(Oc3ccccc3Cl)ccn2)n1, predict the reactants needed to synthesize it. The reactants are: Cc1csc(N)n1.Clc1cc(Oc2ccccc2Cl)ccn1.